Dataset: CYP2C9 inhibition data for predicting drug metabolism from PubChem BioAssay. Task: Regression/Classification. Given a drug SMILES string, predict its absorption, distribution, metabolism, or excretion properties. Task type varies by dataset: regression for continuous measurements (e.g., permeability, clearance, half-life) or binary classification for categorical outcomes (e.g., BBB penetration, CYP inhibition). Dataset: cyp2c9_veith. (1) The molecule is COc1ccc(O[C@H]2C=C[C@@H](c3ccccc3)O[C@@H]2CO/N=C(\C)CCN2CCc3nc(-c4ccccc4)c(-c4ccccc4)cc3C2)cc1. The result is 0 (non-inhibitor). (2) The drug is CCC(=O)[C@@H](c1ccccc1)c1ccccn1. The result is 0 (non-inhibitor). (3) The molecule is C=C(C)c1cccc(C(C)(C)NC(=O)N2CCN(C/C=C/c3ccccc3)CC2)c1. The result is 1 (inhibitor). (4) The molecule is COCCn1c(=O)c(-c2ccc(Cl)cc2)nc2cnc(N(C)C)nc21. The result is 0 (non-inhibitor). (5) The drug is CNc1nc(-c2ccc3c(c2)OCO3)nc2ccccc12. The result is 0 (non-inhibitor). (6) The compound is CCNC(=O)c1ccc(-n2nc(C)cc2-c2ccccc2)cc1. The result is 1 (inhibitor). (7) The molecule is CCCN1C(=O)/C(=C/c2ccc(C)s2)SC1=Nc1ccc(OC)cc1. The result is 1 (inhibitor). (8) The molecule is C=CCNC(=O)c1ccc2nc(-c3ccccc3)c(-c3ccccc3)nc2c1. The result is 1 (inhibitor). (9) The drug is O=S(=O)(O)CCCc1cccc2ccccc12. The result is 0 (non-inhibitor).